This data is from Full USPTO retrosynthesis dataset with 1.9M reactions from patents (1976-2016). The task is: Predict the reactants needed to synthesize the given product. Given the product [CH2:22]([O:29][C:30](=[O:31])[N:8]([CH2:9][CH3:10])[CH2:7][CH2:6][NH:5][C:3](=[O:4])[C:2]([F:11])([F:12])[F:1])[C:23]1[CH:28]=[CH:27][CH:26]=[CH:25][CH:24]=1, predict the reactants needed to synthesize it. The reactants are: [F:1][C:2]([F:12])([F:11])[C:3]([NH:5][CH2:6][CH2:7][NH:8][CH2:9][CH3:10])=[O:4].CCN(C(C)C)C(C)C.[CH2:22]([O:29][C:30](N1C(=O)CCC1=O)=[O:31])[C:23]1[CH:28]=[CH:27][CH:26]=[CH:25][CH:24]=1.